Task: Predict the reaction yield, written as a fraction of the theoretical maximum amount of product (1.0 means a 100% yield; for example, 0.34 means a 34% yield).. Dataset: Reaction yield outcomes from USPTO patents with 853,638 reactions (1) The reactants are [NH2:1][C:2]1[CH:21]=[CH:20][CH:19]=[CH:18][C:3]=1[O:4][CH2:5][C@H:6]([NH:10][C:11]([O:13][C:14]([CH3:17])([CH3:16])[CH3:15])=[O:12])[C:7](O)=[O:8].CCN(C(C)C)C(C)C.CN(C(ON1N=NC2C=CC=NC1=2)=[N+](C)C)C.F[P-](F)(F)(F)(F)F. The catalyst is CS(C)=O. The product is [C:14]([O:13][C:11](=[O:12])[NH:10][C@H:6]1[CH2:5][O:4][C:3]2[CH:18]=[CH:19][CH:20]=[CH:21][C:2]=2[NH:1][C:7]1=[O:8])([CH3:17])([CH3:16])[CH3:15]. The yield is 0.790. (2) The reactants are [F:1][C:2]1[CH:3]=[C:4]([NH:14][C:15](=[O:23])OC2C=CC=CC=2)[CH:5]=[CH:6][C:7]=1[CH2:8][CH2:9][S:10]([CH3:13])(=[O:12])=[O:11].[Cl:24][C:25]1[CH:26]=[C:27]([N:31]2[C:35]([CH2:36][NH2:37])=[CH:34][C:33]([CH:38]3[CH2:40][CH2:39]3)=[N:32]2)[CH:28]=[CH:29][CH:30]=1.C(N(C(C)C)C(C)C)C. The catalyst is C1COCC1. The product is [Cl:24][C:25]1[CH:26]=[C:27]([N:31]2[C:35]([CH2:36][NH:37][C:15]([NH:14][C:4]3[CH:5]=[CH:6][C:7]([CH2:8][CH2:9][S:10]([CH3:13])(=[O:11])=[O:12])=[C:2]([F:1])[CH:3]=3)=[O:23])=[CH:34][C:33]([CH:38]3[CH2:39][CH2:40]3)=[N:32]2)[CH:28]=[CH:29][CH:30]=1. The yield is 0.230. (3) The reactants are [Cl:1][C:2]1[C:10](OS(C(F)(F)F)(=O)=O)=[CH:9][C:8]([C:19]2[N:20]([C:35]([O:37][C:38]([CH3:41])([CH3:40])[CH3:39])=[O:36])[C:21]3[C:26]([CH:27]=2)=[CH:25][C:24]([CH2:28][N:29]2[CH2:34][CH2:33][CH2:32][CH2:31][CH2:30]2)=[CH:23][CH:22]=3)=[C:7]2[C:3]=1[CH2:4][NH:5][C:6]2=[O:42].B1(C=C)OB([CH:49]=[CH2:50])OB(C=C)O1.C1C=CN=CC=1.C(=O)([O-])[O-].[K+].[K+].O. The catalyst is C(COC)OC. The product is [Cl:1][C:2]1[C:10]([CH:49]=[CH2:50])=[CH:9][C:8]([C:19]2[N:20]([C:35]([O:37][C:38]([CH3:39])([CH3:40])[CH3:41])=[O:36])[C:21]3[C:26]([CH:27]=2)=[CH:25][C:24]([CH2:28][N:29]2[CH2:34][CH2:33][CH2:32][CH2:31][CH2:30]2)=[CH:23][CH:22]=3)=[C:7]2[C:3]=1[CH2:4][NH:5][C:6]2=[O:42]. The yield is 0.600. (4) The reactants are [N:1]1([C:6]2[CH:11]=[CH:10][C:9]([C:12]3[N:16]([C:17]4[CH:22]=[CH:21][C:20]([C:23](=[O:25])[NH2:24])=[CH:19][C:18]=4[CH3:26])[C:15]([CH2:27][CH2:28][C:29]([O-:31])=[O:30])=[CH:14][CH:13]=3)=[CH:8][CH:7]=2)[CH:5]=[CH:4][N:3]=[CH:2]1.O[Li].O. The catalyst is C1COCC1.O. The product is [N:1]1([C:6]2[CH:11]=[CH:10][C:9]([C:12]3[N:16]([C:17]4[CH:22]=[CH:21][C:20]([C:23](=[O:25])[NH2:24])=[CH:19][C:18]=4[CH3:26])[C:15]([CH2:27][CH2:28][C:29]([OH:31])=[O:30])=[CH:14][CH:13]=3)=[CH:8][CH:7]=2)[CH:5]=[CH:4][N:3]=[CH:2]1. The yield is 0.550.